From a dataset of NCI-60 drug combinations with 297,098 pairs across 59 cell lines. Regression. Given two drug SMILES strings and cell line genomic features, predict the synergy score measuring deviation from expected non-interaction effect. (1) Drug 1: CC1C(C(CC(O1)OC2CC(CC3=C2C(=C4C(=C3O)C(=O)C5=C(C4=O)C(=CC=C5)OC)O)(C(=O)CO)O)N)O.Cl. Drug 2: CC1C(C(CC(O1)OC2CC(CC3=C2C(=C4C(=C3O)C(=O)C5=C(C4=O)C(=CC=C5)OC)O)(C(=O)CO)O)N)O.Cl. Cell line: T-47D. Synergy scores: CSS=54.9, Synergy_ZIP=-2.92, Synergy_Bliss=-1.85, Synergy_Loewe=1.57, Synergy_HSA=3.38. (2) Drug 1: CCCS(=O)(=O)NC1=C(C(=C(C=C1)F)C(=O)C2=CNC3=C2C=C(C=N3)C4=CC=C(C=C4)Cl)F. Drug 2: COC1=C(C=C2C(=C1)N=CN=C2NC3=CC(=C(C=C3)F)Cl)OCCCN4CCOCC4. Cell line: SNB-19. Synergy scores: CSS=10.1, Synergy_ZIP=1.80, Synergy_Bliss=6.26, Synergy_Loewe=2.06, Synergy_HSA=3.52. (3) Drug 1: C1=C(C(=O)NC(=O)N1)N(CCCl)CCCl. Drug 2: CC1C(C(CC(O1)OC2CC(CC3=C2C(=C4C(=C3O)C(=O)C5=CC=CC=C5C4=O)O)(C(=O)C)O)N)O. Cell line: MDA-MB-435. Synergy scores: CSS=60.4, Synergy_ZIP=-8.48, Synergy_Bliss=-3.58, Synergy_Loewe=-2.49, Synergy_HSA=1.73. (4) Drug 1: C1CCN(CC1)CCOC2=CC=C(C=C2)C(=O)C3=C(SC4=C3C=CC(=C4)O)C5=CC=C(C=C5)O. Drug 2: C1C(C(OC1N2C=NC(=NC2=O)N)CO)O. Cell line: NCI-H522. Synergy scores: CSS=3.73, Synergy_ZIP=-1.62, Synergy_Bliss=-0.670, Synergy_Loewe=-9.67, Synergy_HSA=-4.58. (5) Drug 1: C1=CC(=CC=C1CCCC(=O)O)N(CCCl)CCCl. Drug 2: CC1=C(C(CCC1)(C)C)C=CC(=CC=CC(=CC(=O)O)C)C. Cell line: HS 578T. Synergy scores: CSS=20.0, Synergy_ZIP=-8.04, Synergy_Bliss=-5.72, Synergy_Loewe=-0.991, Synergy_HSA=-0.424. (6) Drug 1: CNC(=O)C1=NC=CC(=C1)OC2=CC=C(C=C2)NC(=O)NC3=CC(=C(C=C3)Cl)C(F)(F)F. Drug 2: CC1=C(C(=O)C2=C(C1=O)N3CC4C(C3(C2COC(=O)N)OC)N4)N. Cell line: T-47D. Synergy scores: CSS=10.4, Synergy_ZIP=-0.528, Synergy_Bliss=3.25, Synergy_Loewe=-9.14, Synergy_HSA=-3.88. (7) Drug 1: CS(=O)(=O)C1=CC(=C(C=C1)C(=O)NC2=CC(=C(C=C2)Cl)C3=CC=CC=N3)Cl. Drug 2: CCN(CC)CCCC(C)NC1=C2C=C(C=CC2=NC3=C1C=CC(=C3)Cl)OC. Cell line: HCT-15. Synergy scores: CSS=17.9, Synergy_ZIP=8.38, Synergy_Bliss=6.20, Synergy_Loewe=-7.77, Synergy_HSA=6.14.